From a dataset of Full USPTO retrosynthesis dataset with 1.9M reactions from patents (1976-2016). Predict the reactants needed to synthesize the given product. (1) The reactants are: [CH:1]12[CH2:7][CH:4]([CH2:5][CH2:6]1)[CH2:3][CH:2]2[C:8]1[NH:12][C:11]2[C:13]([O:20][CH3:21])=[CH:14][CH:15]=[C:16]([C:17](O)=[O:18])[C:10]=2[N:9]=1.[NH2:22][CH2:23][CH:24]1[CH2:29][CH2:28][CH2:27][N:26]([C:30]([O:32][C:33]([CH3:36])([CH3:35])[CH3:34])=[O:31])[CH2:25]1. Given the product [CH:1]12[CH2:7][CH:4]([CH2:5][CH2:6]1)[CH2:3][CH:2]2[C:8]1[NH:12][C:11]2[C:13]([O:20][CH3:21])=[CH:14][CH:15]=[C:16]([C:17]([NH:22][CH2:23][CH:24]3[CH2:29][CH2:28][CH2:27][N:26]([C:30]([O:32][C:33]([CH3:36])([CH3:35])[CH3:34])=[O:31])[CH2:25]3)=[O:18])[C:10]=2[N:9]=1, predict the reactants needed to synthesize it. (2) Given the product [CH:13]([O:16][C:17]1[CH:25]=[CH:24][C:23]([S:26]([CH3:29])(=[O:28])=[O:27])=[CH:22][C:18]=1[C:19]([N:7]1[CH2:6][CH2:5][C:4]2[C:9](=[CH:10][CH:11]=[CH:12][C:3]=2[O:2][CH3:1])[CH2:8]1)=[O:20])([CH3:15])[CH3:14], predict the reactants needed to synthesize it. The reactants are: [CH3:1][O:2][C:3]1[CH:12]=[CH:11][CH:10]=[C:9]2[C:4]=1[CH2:5][CH2:6][NH:7][CH2:8]2.[CH:13]([O:16][C:17]1[CH:25]=[CH:24][C:23]([S:26]([CH3:29])(=[O:28])=[O:27])=[CH:22][C:18]=1[C:19](O)=[O:20])([CH3:15])[CH3:14]. (3) Given the product [ClH:62].[O:15]([C:22]1[CH:23]=[CH:24][C:25]([O:14][CH:11]2[CH2:10][CH2:9][NH:8][CH2:13][CH2:12]2)=[CH:26][CH:27]=1)[C:16]1[CH:21]=[CH:20][CH:19]=[CH:18][CH:17]=1, predict the reactants needed to synthesize it. The reactants are: C(OC([N:8]1[CH2:13][CH2:12][CH:11]([OH:14])[CH2:10][CH2:9]1)=O)(C)(C)C.[O:15]([C:22]1[CH:27]=[CH:26][C:25](O)=[CH:24][CH:23]=1)[C:16]1[CH:21]=[CH:20][CH:19]=[CH:18][CH:17]=1.C1(P(C2C=CC=CC=2)C2C=CC=CC=2)C=CC=CC=1.N(C(OC(C)C)=O)=NC(OC(C)C)=O.[ClH:62]. (4) Given the product [Cl:1][C:2]1[N:7]=[N:6][C:5]([NH:8][S:9]([CH2:12][C:13]2[CH:18]=[C:17]([C:19]#[N:20])[CH:16]=[CH:15][C:14]=2[F:37])(=[O:11])=[O:10])=[C:4]([O:22][CH3:23])[CH:3]=1, predict the reactants needed to synthesize it. The reactants are: [Cl:1][C:2]1[N:7]=[N:6][C:5]([NH:8][S:9]([CH2:12][C:13]2[CH:18]=[C:17]([C:19]#[N:20])[CH:16]=[CH:15][C:14]=2Cl)(=[O:11])=[O:10])=[C:4]([O:22][CH3:23])[CH:3]=1.C(C1C=CC([F:37])=C(CS(Cl)(=O)=O)C=1)#N.ClC1C=CC(C#N)=CC=1CS(Cl)(=O)=O. (5) The reactants are: [CH:1]([NH2:4])([CH3:3])[CH3:2].C(N(CC)CC)C.[N+:12]([C:15]1[CH:20]=[CH:19][CH:18]=[CH:17][C:16]=1[S:21](Cl)(=[O:23])=[O:22])([O-:14])=[O:13]. Given the product [CH:1]([NH:4][S:21]([C:16]1[CH:17]=[CH:18][CH:19]=[CH:20][C:15]=1[N+:12]([O-:14])=[O:13])(=[O:22])=[O:23])([CH3:3])[CH3:2], predict the reactants needed to synthesize it. (6) Given the product [CH3:34][O:35][CH2:36][C:37]([N:1]1[CH2:6][CH2:5][O:4][CH:3]([CH2:7][NH:8][C:9]([C:11]2[C:15]3[N:16]=[CH:17][N:18]=[C:19]([C:20]4[C:28]5[O:27][CH2:26][O:25][C:24]=5[CH:23]=[CH:22][C:21]=4[O:29][CH2:30][CH:31]4[CH2:32][CH2:33]4)[C:14]=3[NH:13][CH:12]=2)=[O:10])[CH2:2]1)=[O:38], predict the reactants needed to synthesize it. The reactants are: [NH:1]1[CH2:6][CH2:5][O:4][CH:3]([CH2:7][NH:8][C:9]([C:11]2[C:15]3[N:16]=[CH:17][N:18]=[C:19]([C:20]4[C:28]5[O:27][CH2:26][O:25][C:24]=5[CH:23]=[CH:22][C:21]=4[O:29][CH2:30][CH:31]4[CH2:33][CH2:32]4)[C:14]=3[NH:13][CH:12]=2)=[O:10])[CH2:2]1.[CH3:34][O:35][CH2:36][C:37](Cl)=[O:38]. (7) Given the product [CH3:1][O:2][C:3](=[O:20])[C:4]1[CH:9]=[CH:8][C:7]([F:10])=[C:6]([CH2:11][O:12][C:13]2[CH:18]=[CH:17][C:16]([C:25]3[CH:24]=[CH:23][C:22]([F:21])=[CH:27][C:26]=3[F:28])=[CH:15][CH:14]=2)[CH:5]=1, predict the reactants needed to synthesize it. The reactants are: [CH3:1][O:2][C:3](=[O:20])[C:4]1[CH:9]=[CH:8][C:7]([F:10])=[C:6]([CH2:11][O:12][C:13]2[CH:18]=[CH:17][C:16](I)=[CH:15][CH:14]=2)[CH:5]=1.[F:21][C:22]1[CH:27]=[C:26]([F:28])[CH:25]=[CH:24][C:23]=1B(O)O.C(=O)([O-])[O-].[K+].[K+].